This data is from Full USPTO retrosynthesis dataset with 1.9M reactions from patents (1976-2016). The task is: Predict the reactants needed to synthesize the given product. (1) The reactants are: Br[CH2:2][CH2:3][N:4]1[CH2:8][CH2:7][CH:6]([CH3:9])[CH:5]1[CH3:10].Cl.[Cl:12][C:13]1[CH:18]=[CH:17][C:16]([NH:19]N)=[CH:15][CH:14]=1.[CH3:21][N:22]1[CH2:27][CH2:26][C:25](=O)[CH2:24][CH2:23]1. Given the product [Cl:12][C:13]1[CH:18]=[CH:17][C:16]2[N:19]([CH2:2][CH2:3][N:4]3[CH2:8][CH2:7][CH:6]([CH3:9])[CH:5]3[CH3:10])[C:25]3[CH2:26][CH2:27][N:22]([CH3:21])[CH2:23][C:24]=3[C:15]=2[CH:14]=1, predict the reactants needed to synthesize it. (2) Given the product [CH3:1][O:2][CH2:3][O:4][C:5]1[C:13]([O:14][CH3:15])=[CH:12][C:11]([I:35])=[C:10]2[C:6]=1[CH:7]([OH:26])[N:8]([C:17]([CH3:18])([C:19]1[CH:24]=[CH:23][CH:22]=[CH:21][CH:20]=1)[CH3:25])[C:9]2=[O:16], predict the reactants needed to synthesize it. The reactants are: [CH3:1][O:2][CH2:3][O:4][C:5]1[C:13]([O:14][CH3:15])=[CH:12][CH:11]=[C:10]2[C:6]=1[CH:7]([OH:26])[N:8]([C:17]([CH3:25])([C:19]1[CH:24]=[CH:23][CH:22]=[CH:21][CH:20]=1)[CH3:18])[C:9]2=[O:16].CN(CCN(C)C)C.[I:35]I.